This data is from Forward reaction prediction with 1.9M reactions from USPTO patents (1976-2016). The task is: Predict the product of the given reaction. (1) Given the reactants [CH2:1]([N:8]1[CH2:13][CH2:12][C:11]([C:20]([N:22]2[CH2:27][CH2:26][CH2:25][CH2:24][CH2:23]2)=O)([C:14]2[CH:19]=[CH:18][CH:17]=[CH:16][CH:15]=2)[CH2:10][CH2:9]1)[C:2]1[CH:7]=[CH:6][CH:5]=[CH:4][CH:3]=1.[H-].[H-].[H-].[H-].[Li+].[Al+3], predict the reaction product. The product is: [CH2:1]([N:8]1[CH2:13][CH2:12][C:11]([C:14]2[CH:15]=[CH:16][CH:17]=[CH:18][CH:19]=2)([CH2:20][N:22]2[CH2:23][CH2:24][CH2:25][CH2:26][CH2:27]2)[CH2:10][CH2:9]1)[C:2]1[CH:3]=[CH:4][CH:5]=[CH:6][CH:7]=1. (2) Given the reactants [Br:1][C:2]1[CH:7]=[CH:6][C:5]([C:8](=[O:13])[C:9]([CH3:12])([CH3:11])[CH3:10])=[CH:4][CH:3]=1.[F:14][C:15]([Si](C)(C)C)([F:17])[F:16].[F-].C([N+](CCCC)(CCCC)CCCC)CCC, predict the reaction product. The product is: [Br:1][C:2]1[CH:3]=[CH:4][C:5]([C:8]([OH:13])([C:9]([CH3:10])([CH3:12])[CH3:11])[C:15]([F:17])([F:16])[F:14])=[CH:6][CH:7]=1. (3) Given the reactants [CH3:1][O:2][C:3]1[N:8]=[C:7]([N:9]2[CH:13]=[C:12]([CH3:14])[N:11]=[CH:10]2)[C:6]([NH:15][C:16](=O)[CH3:17])=[CH:5][CH:4]=1.O=P12OP3(OP(OP(O3)(O1)=O)(=O)O2)=O, predict the reaction product. The product is: [CH3:1][O:2][C:3]1[CH:4]=[CH:5][C:6]2[N:15]=[C:16]([CH3:17])[C:13]3[N:9]([CH:10]=[N:11][C:12]=3[CH3:14])[C:7]=2[N:8]=1. (4) Given the reactants [CH3:1][CH:2]1[C:11]2[C:6](=[N:7][C:8]([O:12][CH3:13])=[CH:9][CH:10]=2)[NH:5][C:4](=[O:14])[CH2:3]1.[H-].[Na+].[N+](C1C=C(S(O[CH2:30][C@@H:31]2[CH2:33][O:32]2)(=O)=O)C=CC=1)([O-])=O, predict the reaction product. The product is: [CH3:1][CH:2]1[C:11]2[C:6](=[N:7][C:8]([O:12][CH3:13])=[CH:9][CH:10]=2)[N:5]([CH2:30][C@@H:31]2[CH2:33][O:32]2)[C:4](=[O:14])[CH2:3]1. (5) Given the reactants [Br:1][C:2]1[CH:3]=[C:4]2[C:9](=[CH:10][CH:11]=1)[NH:8][CH2:7][CH2:6][CH2:5]2.[CH2:12]([CH:14]1[CH2:16][N@@:15]1[S:17]([C:20]1[C:25]([CH3:26])=[CH:24][C:23]([CH3:27])=[CH:22][C:21]=1[CH3:28])(=[O:19])=[O:18])[CH3:13], predict the reaction product. The product is: [Br:1][C:2]1[CH:3]=[C:4]2[C:9](=[CH:10][CH:11]=1)[N:8]([CH2:16][C@@H:14]([NH:15][S:17]([C:20]1[C:25]([CH3:26])=[CH:24][C:23]([CH3:27])=[CH:22][C:21]=1[CH3:28])(=[O:19])=[O:18])[CH2:12][CH3:13])[CH2:7][CH2:6][CH2:5]2. (6) Given the reactants [H-].[Na+].C(OP([CH2:11][C:12]([O:14][CH2:15][CH3:16])=[O:13])(OCC)=O)C.[C:17]([Si:21]([CH3:32])([CH3:31])[O:22][CH2:23][CH2:24][CH2:25][C:26]([CH3:30])([CH3:29])[CH:27]=O)([CH3:20])([CH3:19])[CH3:18].[Cl-].[NH4+], predict the reaction product. The product is: [CH2:15]([O:14][C:12](=[O:13])/[CH:11]=[CH:27]/[C:26]([CH3:30])([CH3:29])[CH2:25][CH2:24][CH2:23][O:22][Si:21]([C:17]([CH3:20])([CH3:19])[CH3:18])([CH3:32])[CH3:31])[CH3:16]. (7) Given the reactants [N+:1]([C:4]1[C:5]([O:10][C@H:11]([CH3:20])[C:12]([NH:14][CH2:15][C:16]([F:19])([F:18])[F:17])=[O:13])=[N:6][CH:7]=[CH:8][CH:9]=1)([O-])=O, predict the reaction product. The product is: [NH2:1][C:4]1[C:5]([O:10][C@H:11]([CH3:20])[C:12]([NH:14][CH2:15][C:16]([F:19])([F:17])[F:18])=[O:13])=[N:6][CH:7]=[CH:8][CH:9]=1.